From a dataset of Reaction yield outcomes from USPTO patents with 853,638 reactions. Predict the reaction yield, written as a fraction of the theoretical maximum amount of product (1.0 means a 100% yield; for example, 0.34 means a 34% yield). (1) The reactants are [CH:1]1([C:4]([N:6]2[C:15]3[C:10](=[C:11]([O:16]C)[CH:12]=[CH:13][CH:14]=3)[CH2:9][CH2:8][C@@H:7]2[CH3:18])=[O:5])[CH2:3][CH2:2]1.[B]. The catalyst is ClCCl. The product is [CH:1]1([C:4]([N:6]2[C:15]3[CH:14]=[CH:13][CH:12]=[C:11]([OH:16])[C:10]=3[CH2:9][CH2:8][C@@H:7]2[CH3:18])=[O:5])[CH2:2][CH2:3]1. The yield is 0.660. (2) The reactants are [F:1][C:2]1[CH:8]=[CH:7][C:5]([NH2:6])=[CH:4][C:3]=1[O:9][CH3:10].[F:11][C:12]([F:22])([F:21])[C:13]1[CH:14]=[C:15]([CH:18]=[CH:19][CH:20]=1)[CH:16]=O.O=[C:24]([CH2:28][CH3:29])[C:25]([OH:27])=[O:26]. The catalyst is C(O)C. The product is [F:1][C:2]1[CH:8]=[C:7]2[C:5](=[CH:4][C:3]=1[O:9][CH3:10])[N:6]=[C:16]([C:15]1[CH:18]=[CH:19][CH:20]=[C:13]([C:12]([F:22])([F:21])[F:11])[CH:14]=1)[C:28]([CH3:29])=[C:24]2[C:25]([OH:27])=[O:26]. The yield is 0.530.